This data is from Reaction yield outcomes from USPTO patents with 853,638 reactions. The task is: Predict the reaction yield, written as a fraction of the theoretical maximum amount of product (1.0 means a 100% yield; for example, 0.34 means a 34% yield). The product is [CH:15]1([C:18]2[C:19]([O:5][CH2:6][CH:7]3[CH2:14][CH2:13][C:10]4([CH2:12][CH2:11]4)[CH2:9][CH2:8]3)=[CH:20][C:21]3[N:22]([CH:24]=[N:25][N:26]=3)[CH:23]=2)[CH2:17][CH2:16]1. The reactants are CS([O:5][CH2:6][CH:7]1[CH2:14][CH2:13][C:10]2([CH2:12][CH2:11]2)[CH2:9][CH2:8]1)(=O)=O.[CH:15]1([C:18]2[C:19](O)=[CH:20][C:21]3[N:22]([CH:24]=[N:25][N:26]=3)[CH:23]=2)[CH2:17][CH2:16]1.C(=O)([O-])[O-].[K+].[K+].O. The yield is 0.830. The catalyst is CN(C)C=O.